Task: Predict the reaction yield, written as a fraction of the theoretical maximum amount of product (1.0 means a 100% yield; for example, 0.34 means a 34% yield).. Dataset: Reaction yield outcomes from USPTO patents with 853,638 reactions (1) The reactants are [OH:1][C:2]([C:33]1[CH:38]=[CH:37][CH:36]=[CH:35][CH:34]=1)([C:27]1[CH:32]=[CH:31][CH:30]=[CH:29][CH:28]=1)[CH:3]1[CH2:8][CH2:7][N:6]([CH2:9][CH2:10][CH2:11][C:12]([C:14]2[CH:19]=[CH:18][C:17]([C:20]([CH3:26])([CH3:25])[C:21]([O:23][CH3:24])=[O:22])=[CH:16][CH:15]=2)=[O:13])[CH2:5][CH2:4]1.[BH4-].[Na+]. The catalyst is CO. The product is [OH:1][C:2]([C:27]1[CH:32]=[CH:31][CH:30]=[CH:29][CH:28]=1)([C:33]1[CH:38]=[CH:37][CH:36]=[CH:35][CH:34]=1)[CH:3]1[CH2:8][CH2:7][N:6]([CH2:9][CH2:10][CH2:11][CH:12]([C:14]2[CH:19]=[CH:18][C:17]([C:20]([CH3:26])([CH3:25])[C:21]([O:23][CH3:24])=[O:22])=[CH:16][CH:15]=2)[OH:13])[CH2:5][CH2:4]1. The yield is 0.700. (2) The reactants are [O:1]1[C:5]2[CH:6]=[CH:7][C:8]([CH2:10][N:11]3[CH2:16][CH2:15][C:14]([CH2:18][C:19](=[O:26])[C:20]4[CH:25]=[CH:24][CH:23]=[CH:22][CH:21]=4)(O)[CH2:13][CH2:12]3)=[CH:9][C:4]=2[O:3][CH2:2]1.C(=O)=O.CC(C)=O.CCN(S(F)(F)[F:40])CC.[Cl:43]CCl. No catalyst specified. The product is [ClH:43].[O:1]1[C:5]2[CH:6]=[CH:7][C:8]([CH2:10][N:11]3[CH2:16][CH2:15][C:14]([CH2:18][C:19](=[O:26])[C:20]4[CH:25]=[CH:24][CH:23]=[CH:22][CH:21]=4)([F:40])[CH2:13][CH2:12]3)=[CH:9][C:4]=2[O:3][CH2:2]1. The yield is 0.372. (3) The reactants are [NH2:1][C:2]1[N:7]=[CH:6][N:5]=[C:4]2[N:8]([C@@H:26]3[CH2:31][CH2:30][CH2:29][N:28]([C:32](=[O:36])[CH2:33][C:34]#[N:35])[CH2:27]3)[N:9]=[C:10]([C:11]3[CH:16]=[CH:15][C:14]([O:17][C:18]4[CH:23]=[CH:22][CH:21]=[C:20]([F:24])[C:19]=4[F:25])=[CH:13][CH:12]=3)[C:3]=12.[CH:37]1([CH:40]=O)[CH2:39][CH2:38]1.N1CCCCC1. The catalyst is CO. The product is [NH2:1][C:2]1[N:7]=[CH:6][N:5]=[C:4]2[N:8]([C@@H:26]3[CH2:31][CH2:30][CH2:29][N:28]([C:32]([C:33](=[CH:40][CH:37]4[CH2:39][CH2:38]4)[C:34]#[N:35])=[O:36])[CH2:27]3)[N:9]=[C:10]([C:11]3[CH:16]=[CH:15][C:14]([O:17][C:18]4[CH:23]=[CH:22][CH:21]=[C:20]([F:24])[C:19]=4[F:25])=[CH:13][CH:12]=3)[C:3]=12. The yield is 0.170. (4) The reactants are [Br:1][C:2]1[CH:3]=[C:4]2[C:11]3([C:15](=O)[NH:14][C:13](=[S:17])[NH:12]3)[CH2:10][CH:9]([C:18]3[CH:23]=[CH:22][CH:21]=[CH:20][CH:19]=3)[O:8][C:5]2=[CH:6][CH:7]=1.[C:24]([O-:27])([O-])=O.[Cs+].[Cs+].FC(F)(F)S(O[CH2:36][C:37]([F:40])([F:39])[F:38])(=O)=O. The catalyst is CN(C=O)C. The product is [Br:1][C:2]1[CH:3]=[C:4]2[C:11]3([C:24](=[O:27])[N:14]([CH2:15][C:37]([F:40])([F:39])[F:38])[C:13]([S:17][CH2:36][C:37]([F:40])([F:39])[F:38])=[N:12]3)[CH2:10][CH:9]([C:18]3[CH:23]=[CH:22][CH:21]=[CH:20][CH:19]=3)[O:8][C:5]2=[CH:6][CH:7]=1. The yield is 0.360.